From a dataset of Peptide-MHC class I binding affinity with 185,985 pairs from IEDB/IMGT. Regression. Given a peptide amino acid sequence and an MHC pseudo amino acid sequence, predict their binding affinity value. This is MHC class I binding data. (1) The peptide sequence is DPTFQLLNM. The MHC is HLA-B07:02 with pseudo-sequence HLA-B07:02. The binding affinity (normalized) is 0. (2) The peptide sequence is HWFSRDNSY. The MHC is HLA-A30:02 with pseudo-sequence HLA-A30:02. The binding affinity (normalized) is 0.509. (3) The peptide sequence is TTDDSTSYY. The MHC is HLA-A23:01 with pseudo-sequence HLA-A23:01. The binding affinity (normalized) is 0.0847.